From a dataset of Rat liver microsome stability data. Regression/Classification. Given a drug SMILES string, predict its absorption, distribution, metabolism, or excretion properties. Task type varies by dataset: regression for continuous measurements (e.g., permeability, clearance, half-life) or binary classification for categorical outcomes (e.g., BBB penetration, CYP inhibition). Dataset: rlm. (1) The molecule is CC(C)[C@H]1CC[C@@H](N2CCC(n3ccc4ccccc43)CC2)CC1. The result is 1 (stable in rat liver microsomes). (2) The molecule is Fc1ccc(N2CCN(CCCc3c[nH]c4ccc(F)cc34)CC2)c(-c2ccoc2)c1. The result is 1 (stable in rat liver microsomes).